From a dataset of Forward reaction prediction with 1.9M reactions from USPTO patents (1976-2016). Predict the product of the given reaction. (1) Given the reactants [CH3:1][O:2][C:3]1[C:4]2[C:15]([C:16]3[CH:21]=[CH:20][CH:19]=[CH:18][CH:17]=3)=[C:14]([C:22]3[CH:27]=[CH:26][C:25]([C:28]4([NH:32][C:33](=[O:39])[O:34][C:35]([CH3:38])([CH3:37])[CH3:36])[CH2:31][CH2:30][CH2:29]4)=[CH:24][CH:23]=3)[O:13][C:5]=2[N:6]=[C:7](S(C)(=O)=O)[N:8]=1.[NH:40]1[CH2:45][CH2:44][NH:43][CH2:42][CH2:41]1, predict the reaction product. The product is: [CH3:1][O:2][C:3]1[C:4]2[C:15]([C:16]3[CH:21]=[CH:20][CH:19]=[CH:18][CH:17]=3)=[C:14]([C:22]3[CH:27]=[CH:26][C:25]([C:28]4([NH:32][C:33](=[O:39])[O:34][C:35]([CH3:38])([CH3:37])[CH3:36])[CH2:31][CH2:30][CH2:29]4)=[CH:24][CH:23]=3)[O:13][C:5]=2[N:6]=[C:7]([N:40]2[CH2:45][CH2:44][NH:43][CH2:42][CH2:41]2)[N:8]=1. (2) Given the reactants [O:1]1[CH2:5][CH2:4][O:3][CH:2]1[CH2:6][C:7]1[CH:15]=[CH:14][C:10]([C:11]([OH:13])=[O:12])=[CH:9][CH:8]=1.[Cl:16][C:17]1[CH:18]=[N+:19]([O-:37])[CH:20]=[C:21]([Cl:36])[C:22]=1[CH2:23][C@@H:24]([C:26]1[CH:31]=[CH:30][C:29]([O:32][CH3:33])=[C:28]([O:34][CH3:35])[CH:27]=1)O.CCN=C=NCCCN(C)C.Cl.O, predict the reaction product. The product is: [O:1]1[CH2:5][CH2:4][O:3][CH:2]1[CH2:6][C:7]1[CH:15]=[CH:14][C:10]([C:11]([O:13][C@H:24]([C:26]2[CH:31]=[CH:30][C:29]([O:32][CH3:33])=[C:28]([O:34][CH3:35])[CH:27]=2)[CH2:23][C:22]2[C:21]([Cl:36])=[CH:20][N+:19]([O-:37])=[CH:18][C:17]=2[Cl:16])=[O:12])=[CH:9][CH:8]=1. (3) The product is: [CH3:15][O:1][C:2]1[CH:3]=[CH:4][C:5]([CH2:8][C:9]([O:11][CH3:12])=[O:10])=[CH:6][CH:7]=1. Given the reactants [OH:1][C:2]1[CH:7]=[CH:6][C:5]([CH2:8][C:9]([O:11][CH3:12])=[O:10])=[CH:4][CH:3]=1.[H-].[Na+].[CH3:15]I, predict the reaction product. (4) Given the reactants [CH2:1]([O:4][N:5]([C:25]([O:27][C:28]([CH3:31])([CH3:30])[CH3:29])=[O:26])[C@H:6]1[CH2:11][N:10]([C:12]([O:14][C:15]([CH3:18])([CH3:17])[CH3:16])=[O:13])[C@H:9]([C:19]([OH:21])=O)[CH:8]=[C:7]1[CH2:22][O:23][CH3:24])[CH:2]=[CH2:3].[Cl-].[NH4+].C[N:35](C(ON1N=NC2C=CC=NC1=2)=[N+](C)C)C.F[P-](F)(F)(F)(F)F.CCN(C(C)C)C(C)C, predict the reaction product. The product is: [CH2:1]([O:4][N:5]([C:25]([O:27][C:28]([CH3:31])([CH3:29])[CH3:30])=[O:26])[C@H:6]1[CH2:11][N:10]([C:12]([O:14][C:15]([CH3:16])([CH3:18])[CH3:17])=[O:13])[C@H:9]([C:19](=[O:21])[NH2:35])[CH:8]=[C:7]1[CH2:22][O:23][CH3:24])[CH:2]=[CH2:3].